Dataset: Full USPTO retrosynthesis dataset with 1.9M reactions from patents (1976-2016). Task: Predict the reactants needed to synthesize the given product. (1) Given the product [Cl:1][C:2]1[CH:7]=[C:6]([Cl:8])[CH:5]=[CH:4][C:3]=1[CH:9]1[C:14](=[C:15]=[O:16])[CH:13]=[CH:12][C:11]([NH:17][CH2:18][CH2:19][NH:20][C:21]([O:23][C:24]([CH3:27])([CH3:26])[CH3:25])=[O:22])=[CH:10]1, predict the reactants needed to synthesize it. The reactants are: [Cl:1][C:2]1[CH:7]=[C:6]([Cl:8])[CH:5]=[CH:4][C:3]=1[C:9]1[CH:10]=[C:11]([NH:17][CH2:18][CH2:19][NH:20][C:21]([O:23][C:24]([CH3:27])([CH3:26])[CH3:25])=[O:22])[CH:12]=[CH:13][C:14]=1[CH2:15][OH:16].C(Cl)(=O)C(Cl)=O.CS(C)=O.C(N(CC)CC)C. (2) Given the product [NH2:1][C:2]1[C:7]2[C:8](=[O:21])[N:9]([C:13]3[CH:18]=[CH:17][C:16]([C:30]4[CH:31]=[N:32][N:33]([CH:35]([CH3:41])[C:36]([OH:38])=[O:37])[CH:34]=4)=[C:15]([Cl:20])[CH:14]=3)[CH2:10][CH2:11][O:12][C:6]=2[N:5]=[CH:4][N:3]=1, predict the reactants needed to synthesize it. The reactants are: [NH2:1][C:2]1[C:7]2[C:8](=[O:21])[N:9]([C:13]3[CH:18]=[CH:17][C:16](I)=[C:15]([Cl:20])[CH:14]=3)[CH2:10][CH2:11][O:12][C:6]=2[N:5]=[CH:4][N:3]=1.CC1(C)C(C)(C)OB([C:30]2[CH:31]=[N:32][N:33]([CH:35]([CH3:41])[C:36]([O:38]CC)=[O:37])[CH:34]=2)O1.C([O-])([O-])=O.[K+].[K+]. (3) Given the product [Cl:27][C:11]1[CH:10]=[C:9]([Cl:28])[CH:8]=[C:7]2[C:12]=1[C:13]([O:15][CH2:16][C:17]([C:19]1[CH:20]=[CH:21][C:22]([O:25][CH3:26])=[CH:23][CH:24]=1)=[O:18])=[CH:14][C:5]([C:3]([OH:4])=[O:2])=[CH:6]2, predict the reactants needed to synthesize it. The reactants are: C[O:2][C:3]([C:5]1[CH:14]=[C:13]([O:15][CH2:16][C:17]([C:19]2[CH:24]=[CH:23][C:22]([O:25][CH3:26])=[CH:21][CH:20]=2)=[O:18])[C:12]2[C:7](=[CH:8][C:9]([Cl:28])=[CH:10][C:11]=2[Cl:27])[CH:6]=1)=[O:4].[OH-].[Na+].Cl. (4) Given the product [BrH:28].[CH2:17]([C@@H:16]1[NH:11][C@@H:12]([C:22]2[CH:23]=[CH:24][CH:25]=[CH:26][CH:27]=2)[C@@H:13]([N+:19]([O-:21])=[O:20])[CH2:14][CH2:15]1)[CH3:18], predict the reactants needed to synthesize it. The reactants are: C(OC([N:11]1[C@@H:16]([CH2:17][CH3:18])[CH2:15][CH2:14][C@H:13]([N+:19]([O-:21])=[O:20])[C@@H:12]1[C:22]1[CH:27]=[CH:26][CH:25]=[CH:24][CH:23]=1)=O)C1C=CC=CC=1.[BrH:28]. (5) Given the product [C:11]([C:14]1[S:18][C:17]([C:2]2[CH:3]=[CH:4][C:5](=[O:9])[N:6]([CH3:8])[CH:7]=2)=[CH:16][CH:15]=1)(=[O:13])[CH3:12], predict the reactants needed to synthesize it. The reactants are: Br[C:2]1[CH:3]=[CH:4][C:5](=[O:9])[N:6]([CH3:8])[CH:7]=1.O.[C:11]([C:14]1[S:18][C:17](B(O)O)=[CH:16][CH:15]=1)(=[O:13])[CH3:12].C([O-])([O-])=O.[K+].[K+].